This data is from Full USPTO retrosynthesis dataset with 1.9M reactions from patents (1976-2016). The task is: Predict the reactants needed to synthesize the given product. (1) Given the product [CH3:37][NH:38][C:39]([C:14]1[C:15]([C:8]2[CH:7]=[CH:6][CH:5]=[CH:4][CH:9]=2)=[N:16][O:35][C:32]=1[CH3:25])=[O:40], predict the reactants needed to synthesize it. The reactants are: Cl.CN.[CH:4]1[CH:5]=[CH:6][C:7]2N(O)N=N[C:8]=2[CH:9]=1.[CH3:14][CH2:15][N:16]=C=NCCCN(C)C.[CH2:25](N(CC)CC)C.[C:32](=[O:35])(O)[O-].[Na+].[CH3:37][N:38](C)[CH:39]=[O:40]. (2) Given the product [C:1]([O:4][C@H:5]([C:71]1[CH:76]=[CH:75][C:74]([F:77])=[CH:73][CH:72]=1)[CH2:6][CH2:7][C@H:8]1[C:11](=[O:12])[N:10]([C:13]2[CH:14]=[CH:15][C:16]([C:79]#[C:78][C:80]3[N:84]([CH3:85])[CH:83]=[N:82][CH:81]=3)=[CH:17][CH:18]=2)[C@@H:9]1[C:27]1[CH:32]=[CH:31][C:30]([C:33]2[CH:38]=[CH:37][C:36]([C:39]#[C:40][CH2:41][CH:42]([C:53]([O:55][CH2:56][C:57]3[CH:58]=[CH:59][CH:60]=[CH:61][CH:62]=3)=[O:54])[C:43]([O:45][CH2:46][C:47]3[CH:52]=[CH:51][CH:50]=[CH:49][CH:48]=3)=[O:44])=[CH:35][CH:34]=2)=[CH:29][C:28]=1[O:63][CH2:64][C:65]1[CH:66]=[CH:67][CH:68]=[CH:69][CH:70]=1)(=[O:3])[CH3:2], predict the reactants needed to synthesize it. The reactants are: [C:1]([O:4][C@H:5]([C:71]1[CH:76]=[CH:75][C:74]([F:77])=[CH:73][CH:72]=1)[CH2:6][CH2:7][C@H:8]1[C:11](=[O:12])[N:10]([C:13]2[CH:18]=[CH:17][C:16](OS(C(F)(F)F)(=O)=O)=[CH:15][CH:14]=2)[C@@H:9]1[C:27]1[CH:32]=[CH:31][C:30]([C:33]2[CH:38]=[CH:37][C:36]([C:39]#[C:40][CH2:41][CH:42]([C:53]([O:55][CH2:56][C:57]3[CH:62]=[CH:61][CH:60]=[CH:59][CH:58]=3)=[O:54])[C:43]([O:45][CH2:46][C:47]3[CH:52]=[CH:51][CH:50]=[CH:49][CH:48]=3)=[O:44])=[CH:35][CH:34]=2)=[CH:29][C:28]=1[O:63][CH2:64][C:65]1[CH:70]=[CH:69][CH:68]=[CH:67][CH:66]=1)(=[O:3])[CH3:2].[C:78]([C:80]1[N:84]([CH3:85])[CH:83]=[N:82][CH:81]=1)#[CH:79]. (3) Given the product [CH2:1]([O:3][C:4]([C:6]1[N:7]=[C:8]([C:19]2[CH:24]=[CH:23][CH:22]=[CH:21][C:20]=2[Cl:25])[N:9]([C:12]2[CH:17]=[CH:16][C:15]([Cl:18])=[CH:14][CH:13]=2)[C:10]=1[CH:34]=[O:35])=[O:5])[CH3:2], predict the reactants needed to synthesize it. The reactants are: [CH2:1]([O:3][C:4]([C:6]1[N:7]=[C:8]([C:19]2[CH:24]=[CH:23][CH:22]=[CH:21][C:20]=2[Cl:25])[N:9]([C:12]2[CH:17]=[CH:16][C:15]([Cl:18])=[CH:14][CH:13]=2)[C:10]=1Br)=[O:5])[CH3:2].C([Li])(C)(C)C.CN([CH:34]=[O:35])C.